From a dataset of Reaction yield outcomes from USPTO patents with 853,638 reactions. Predict the reaction yield, written as a fraction of the theoretical maximum amount of product (1.0 means a 100% yield; for example, 0.34 means a 34% yield). (1) The reactants are [Br:1][C:2]1[C:7]([CH3:8])=[CH:6][C:5]([OH:9])=[CH:4][C:3]=1[CH3:10].[O:11]1[CH:16]=[CH:15][CH2:14][CH2:13][CH2:12]1.C1(C)C=CC(S([O-])(=O)=O)=CC=1.[NH+]1C=CC=CC=1. The product is [Br:1][C:2]1[C:7]([CH3:8])=[CH:6][C:5]([O:9][CH:12]2[CH2:13][CH2:14][CH2:15][CH2:16][O:11]2)=[CH:4][C:3]=1[CH3:10]. The catalyst is ClCCl. The yield is 0.770. (2) The product is [N:17]1([C:25]([CH2:27][N:28]2[C:34]3[C:35]([CH3:39])=[CH:36][CH:37]=[CH:38][C:33]=3[C:32]([CH:40]=[CH:11][C:12]([O:14][CH2:15][CH3:16])=[O:13])=[N:31][CH:30]([NH:42][C:43]([NH:45][C:46]3[CH:51]=[CH:50][CH:49]=[C:48]([CH3:52])[CH:47]=3)=[O:44])[C:29]2=[O:53])=[O:26])[CH2:24][CH2:23][CH2:22][CH2:21][CH2:20][CH2:19][CH2:18]1. The reactants are [H-].[Na+].C(OP([CH2:11][C:12]([O:14][CH2:15][CH3:16])=[O:13])(OCC)=O)C.[N:17]1([C:25]([CH2:27][N:28]2[C:34]3[C:35]([CH3:39])=[CH:36][CH:37]=[CH:38][C:33]=3[C:32]([CH:40]=O)=[N:31][CH:30]([NH:42][C:43]([NH:45][C:46]3[CH:51]=[CH:50][CH:49]=[C:48]([CH3:52])[CH:47]=3)=[O:44])[C:29]2=[O:53])=[O:26])[CH2:24][CH2:23][CH2:22][CH2:21][CH2:20][CH2:19][CH2:18]1.Cl. The yield is 0.778. The catalyst is O1CCCC1.C(OCC)(=O)C.C1(C)C=CC=CC=1. (3) The reactants are [Cl:1][C:2]1[CH:7]=[CH:6][C:5]([CH2:8][N:9]2[CH2:13][CH2:12][NH:11][C:10]2=[CH:14][N+:15]([O-:17])=[O:16])=[CH:4][N:3]=1.C(#N)C.[CH:21](=[O:30])[CH:22]=[CH:23][C:24]1[CH:29]=[CH:28][CH:27]=[CH:26][CH:25]=1. The catalyst is C(O)(=O)C. The product is [Cl:1][C:2]1[N:3]=[CH:4][C:5]([CH2:8][N:9]2[C:10]3=[C:14]([N+:15]([O-:17])=[O:16])[CH:23]([C:24]4[CH:29]=[CH:28][CH:27]=[CH:26][CH:25]=4)[CH2:22][CH:21]([OH:30])[N:11]3[CH2:12][CH2:13]2)=[CH:6][CH:7]=1. The yield is 0.400. (4) The reactants are Cl[C:2]([F:15])([F:14])[C:3]([NH:5][C:6]1[C:11]([OH:12])=[CH:10][CH:9]=[C:8]([Cl:13])[N:7]=1)=[O:4].C(O)(CC)(C)C.CC(C)([O-])C.[K+].C(O)(C)(C)C. No catalyst specified. The product is [Cl:13][C:8]1[CH:9]=[CH:10][C:11]2[O:12][C:2]([F:15])([F:14])[C:3](=[O:4])[NH:5][C:6]=2[N:7]=1. The yield is 0.230. (5) The reactants are [Cl:1][CH2:2][C:3]([CH2:5]Cl)=O.[C:7]([NH2:15])(=[O:14])[C:8]1[CH:13]=[CH:12][CH:11]=[CH:10][CH:9]=1. No catalyst specified. The product is [Cl:1][CH2:2][C:3]1[N:15]=[C:7]([C:8]2[CH:13]=[CH:12][CH:11]=[CH:10][CH:9]=2)[O:14][CH:5]=1. The yield is 0.680.